From a dataset of Full USPTO retrosynthesis dataset with 1.9M reactions from patents (1976-2016). Predict the reactants needed to synthesize the given product. Given the product [NH2:1][C:2]1[CH:7]=[CH:6][C:5]([O:8][CH:9]2[CH2:10][CH2:32][CH2:11][CH2:12]2)=[CH:4][C:3]=1[C:13]1[CH:14]=[C:15]([CH:29]=[CH:30][N:31]=1)[C:16]([NH:18][C@@H:19]1[C:28]2[C:23](=[CH:24][CH:25]=[CH:26][CH:27]=2)[CH2:22][CH2:21][CH2:20]1)=[O:17], predict the reactants needed to synthesize it. The reactants are: [NH2:1][C:2]1[CH:7]=[CH:6][C:5]([O:8][CH:9]2[CH2:12][CH2:11][CH2:10]2)=[CH:4][C:3]=1[C:13]1[CH:14]=[C:15]([CH:29]=[CH:30][N:31]=1)[C:16]([NH:18][C@@H:19]1[C:28]2[C:23](=[CH:24][CH:25]=[CH:26][CH:27]=2)[CH2:22][CH2:21][CH2:20]1)=[O:17].[CH:32]1(O)CCCC1.